From a dataset of Reaction yield outcomes from USPTO patents with 853,638 reactions. Predict the reaction yield, written as a fraction of the theoretical maximum amount of product (1.0 means a 100% yield; for example, 0.34 means a 34% yield). (1) The reactants are [CH3:1][O:2][C:3]1[CH:8]=[CH:7][C:6]([CH:9]([C:11]2[O:12][C:13]([C:16]3[CH:21]=[CH:20][CH:19]=[CH:18][CH:17]=3)=[CH:14][CH:15]=2)O)=[CH:5][CH:4]=1.C([SiH](CC)CC)C. No catalyst specified. The product is [CH3:1][O:2][C:3]1[CH:4]=[CH:5][C:6]([CH2:9][C:11]2[O:12][C:13]([C:16]3[CH:21]=[CH:20][CH:19]=[CH:18][CH:17]=3)=[CH:14][CH:15]=2)=[CH:7][CH:8]=1. The yield is 0.990. (2) The catalyst is CN(C=O)C.O. The yield is 0.840. The reactants are C(Cl)CCl.[NH2:5][C:6]1[N:11]=[CH:10][C:9](/[CH:12]=[CH:13]/[C:14]([OH:16])=O)=[CH:8][CH:7]=1.[CH3:17][NH:18][CH2:19][C:20]1[NH:21][C:22]2[C:27]([C:28]=1[C:29]#[N:30])=[CH:26][CH:25]=[CH:24][CH:23]=2.C1C=CC2N(O)N=NC=2C=1.O.CCN(C(C)C)C(C)C. The product is [NH2:5][C:6]1[N:11]=[CH:10][C:9]([CH:12]=[CH:13][C:14]([N:18]([CH2:19][C:20]2[NH:21][C:22]3[C:27]([C:28]=2[C:29]#[N:30])=[CH:26][CH:25]=[CH:24][CH:23]=3)[CH3:17])=[O:16])=[CH:8][CH:7]=1.